Predict which catalyst facilitates the given reaction. From a dataset of Catalyst prediction with 721,799 reactions and 888 catalyst types from USPTO. (1) Reactant: C([O:8][C:9]1[C:10](=[O:79])[N:11]([CH2:75][CH2:76][O:77][CH3:78])[CH:12]=[CH:13][C:14]=1[C:15]([NH:17][CH2:18][CH2:19][N:20]([CH2:51][CH2:52][NH:53][C:54]([C:56]1[CH:61]=[CH:60][N:59]([CH2:62][CH2:63][O:64][CH3:65])[C:58](=[O:66])[C:57]=1[O:67]CC1C=CC=CC=1)=[O:55])[CH2:21][CH:22]([NH:29][C:30]([C:32]1[CH:37]=[CH:36][N:35]([CH2:38][CH2:39][O:40][CH3:41])[C:34](=[O:42])[C:33]=1[O:43]CC1C=CC=CC=1)=[O:31])[CH2:23][CH2:24][CH2:25][C:26]([OH:28])=[O:27])=[O:16])C1C=CC=CC=1.Cl. Product: [OH:67][C:57]1[C:58](=[O:66])[N:59]([CH2:62][CH2:63][O:64][CH3:65])[CH:60]=[CH:61][C:56]=1[C:54]([NH:53][CH2:52][CH2:51][N:20]([CH2:19][CH2:18][NH:17][C:15]([C:14]1[CH:13]=[CH:12][N:11]([CH2:75][CH2:76][O:77][CH3:78])[C:10](=[O:79])[C:9]=1[OH:8])=[O:16])[CH2:21][CH:22]([NH:29][C:30]([C:32]1[CH:37]=[CH:36][N:35]([CH2:38][CH2:39][O:40][CH3:41])[C:34](=[O:42])[C:33]=1[OH:43])=[O:31])[CH2:23][CH2:24][CH2:25][C:26]([OH:28])=[O:27])=[O:55]. The catalyst class is: 15. (2) Reactant: C(O[C:6](=O)[NH:7][C@@H:8]([C:16]1[CH:21]=[CH:20][C:19]([O:22][CH2:23][CH2:24][O:25][CH2:26][CH2:27][O:28][CH2:29][CH2:30][O:31][CH2:32][CH2:33][O:34][CH2:35][CH2:36][O:37][CH3:38])=[CH:18][CH:17]=1)[C:9](=O)[N:10]1[CH2:14][CH2:13][CH2:12][CH2:11]1)(C)(C)C.[H-].[Al+3].[Li+].[H-].[H-].[H-].C(=O)([O-])[O-].[Na+].[Na+]. Product: [CH3:38][O:37][CH2:36][CH2:35][O:34][CH2:33][CH2:32][O:31][CH2:30][CH2:29][O:28][CH2:27][CH2:26][O:25][CH2:24][CH2:23][O:22][C:19]1[CH:18]=[CH:17][C:16]([C@H:8]([NH:7][CH3:6])[CH2:9][N:10]2[CH2:11][CH2:12][CH2:13][CH2:14]2)=[CH:21][CH:20]=1. The catalyst class is: 7. (3) Reactant: FC(F)(F)C(O)=O.[CH2:8]([N:11](C(OC(C)(C)C)=O)[CH2:12][CH2:13][CH2:14][CH2:15][C:16]([O:18][CH2:19][CH2:20][C:21]1[C:22]2[C:27]([CH:28]=[C:29]3[C:34]=1[CH:33]=[CH:32][CH:31]=[CH:30]3)=[CH:26][CH:25]=[CH:24][CH:23]=2)=[O:17])[CH:9]=[CH2:10]. Product: [CH2:8]([NH:11][CH2:12][CH2:13][CH2:14][CH2:15][C:16]([O:18][CH2:19][CH2:20][C:21]1[C:22]2[C:27]([CH:28]=[C:29]3[C:34]=1[CH:33]=[CH:32][CH:31]=[CH:30]3)=[CH:26][CH:25]=[CH:24][CH:23]=2)=[O:17])[CH:9]=[CH2:10]. The catalyst class is: 2. (4) Reactant: [O:1]=[C:2]1[N:7]([C:8]2[CH:13]=[CH:12][C:11]([O:14][CH2:15][C:16]([F:19])([F:18])[F:17])=[CH:10][CH:9]=2)[C:6]([S:20][CH2:21][CH2:22][CH2:23][C:24]([O:26]C(C)(C)C)=[O:25])=[N:5][C:4]2[CH:31]=[CH:32][NH:33][C:3]1=2.Cl. Product: [O:1]=[C:2]1[N:7]([C:8]2[CH:13]=[CH:12][C:11]([O:14][CH2:15][C:16]([F:17])([F:19])[F:18])=[CH:10][CH:9]=2)[C:6]([S:20][CH2:21][CH2:22][CH2:23][C:24]([OH:26])=[O:25])=[N:5][C:4]2[CH:31]=[CH:32][NH:33][C:3]1=2. The catalyst class is: 10.